Dataset: Forward reaction prediction with 1.9M reactions from USPTO patents (1976-2016). Task: Predict the product of the given reaction. (1) Given the reactants [C:1]([C:3]1[CH:4]=[C:5]([NH:23]C(=O)C(F)(F)F)[CH:6]=[N:7][C:8]=1[S:9](=[O:22])(=[O:21])[NH:10][C:11]1[CH:12]=[CH:13]C2CO[B:16]([OH:19])[C:15]=2[CH:20]=1)#[N:2].[C:30]([NH:33][NH2:34])(=O)[CH3:31].[CH3:35][CH2:36][O-:37].[Na+], predict the reaction product. The product is: [NH2:23][C:5]1[CH:4]=[C:3]([C:1]2[NH:2][C:30]([CH3:31])=[N:33][N:34]=2)[C:8]([S:9]([NH:10][C:11]2[CH:12]=[CH:13][C:35]3[CH2:36][O:37][B:16]([OH:19])[C:15]=3[CH:20]=2)(=[O:21])=[O:22])=[N:7][CH:6]=1. (2) Given the reactants O=[C:2]1[CH2:7][CH2:6][CH2:5][CH2:4][CH:3]1[C:8]([O:10]CC)=O.[NH2:13][C:14]([NH2:16])=[O:15].[OH-].[Na+], predict the reaction product. The product is: [NH:13]1[C:2]2[CH2:7][CH2:6][CH2:5][CH2:4][C:3]=2[C:8](=[O:10])[NH:16][C:14]1=[O:15]. (3) The product is: [ClH:2].[CH2:7]([O:14][C:15]1[CH:33]=[CH:32][C:18]([C:19]2[C:29]3[C:24](=[CH:25][C:26]([O:30][CH3:31])=[CH:27][CH:28]=3)[CH2:23][CH2:22][N:21]=2)=[CH:17][CH:16]=1)[C:8]1[CH:13]=[CH:12][CH:11]=[CH:10][CH:9]=1. Given the reactants P(Cl)(Cl)(Cl)(Cl)[Cl:2].[CH2:7]([O:14][C:15]1[CH:33]=[CH:32][C:18]([C:19]([NH:21][CH2:22][CH2:23][C:24]2[CH:29]=[CH:28][CH:27]=[C:26]([O:30][CH3:31])[CH:25]=2)=O)=[CH:17][CH:16]=1)[C:8]1[CH:13]=[CH:12][CH:11]=[CH:10][CH:9]=1.CCCCCC, predict the reaction product. (4) Given the reactants [NH2:1][C:2]1([C:8]([OH:10])=[O:9])[CH2:7][CH2:6][CH2:5][CH2:4][CH2:3]1.[CH:11]1(O)[CH2:15][CH2:14][CH2:13][CH2:12]1.C1(C)C=CC(S(O)(=O)=O)=CC=1, predict the reaction product. The product is: [NH2:1][C:2]1([C:8]([O:10][CH:11]2[CH2:15][CH2:14][CH2:13][CH2:12]2)=[O:9])[CH2:7][CH2:6][CH2:5][CH2:4][CH2:3]1. (5) Given the reactants [C:1]([C:5]1[CH:13]=[CH:12][C:8]([C:9](O)=[O:10])=[CH:7][CH:6]=1)([CH3:4])([CH3:3])[CH3:2].C(Cl)(=O)C([Cl:17])=O, predict the reaction product. The product is: [C:1]([C:5]1[CH:13]=[CH:12][C:8]([C:9]([Cl:17])=[O:10])=[CH:7][CH:6]=1)([CH3:4])([CH3:3])[CH3:2]. (6) Given the reactants [Br-].[O:2]=[C:3]1[C:11]2[C:6](=[CH:7][CH:8]=[CH:9][CH:10]=2)[C:5](=[O:12])[N:4]1[CH2:13][CH2:14][CH2:15][P+](C1C=CC=CC=1)(C1C=CC=CC=1)C1C=CC=CC=1.[Cl:35][C:36]1[CH:37]=[C:38]([CH:41]=[CH:42][CH:43]=1)[CH:39]=O.CC(C)([O-])C.[K+], predict the reaction product. The product is: [Cl:35][C:36]1[CH:37]=[C:38](/[CH:39]=[CH:15]\[CH2:14][CH2:13][N:4]2[C:5](=[O:12])[C:6]3[C:11](=[CH:10][CH:9]=[CH:8][CH:7]=3)[C:3]2=[O:2])[CH:41]=[CH:42][CH:43]=1. (7) Given the reactants [Br:1][C:2]1[CH:3]=[C:4]2[C:9](=[CH:10][CH:11]=1)[CH:8]=[C:7]([OH:12])[CH:6]=[CH:5]2.C(=O)([O-])[O-].[Cs+].[Cs+].Cl[CH2:20][C:21]1[C:22]([C:29]2[C:34]([Cl:35])=[CH:33][CH:32]=[CH:31][C:30]=2[Cl:36])=[N:23][O:24][C:25]=1[CH:26]([CH3:28])[CH3:27].C(OCC)(=O)C, predict the reaction product. The product is: [Br:1][C:2]1[CH:3]=[C:4]2[C:9](=[CH:10][CH:11]=1)[CH:8]=[C:7]([O:12][CH2:20][C:21]1[C:22]([C:29]3[C:30]([Cl:36])=[CH:31][CH:32]=[CH:33][C:34]=3[Cl:35])=[N:23][O:24][C:25]=1[CH:26]([CH3:28])[CH3:27])[CH:6]=[CH:5]2.